This data is from Catalyst prediction with 721,799 reactions and 888 catalyst types from USPTO. The task is: Predict which catalyst facilitates the given reaction. (1) Reactant: C(=O)([O-])[O-].[Ca+2].[C:6](Cl)(Cl)=[S:7].[C:10]([C:14]1[N:15]=[C:16]([NH2:19])[S:17][CH:18]=1)([CH3:13])([CH3:12])[CH3:11].Cl. Product: [C:10]([C:14]1[N:15]=[C:16]([N:19]=[C:6]=[S:7])[S:17][CH:18]=1)([CH3:13])([CH3:12])[CH3:11]. The catalyst class is: 46. (2) Reactant: [H-].[Na+].[Cl:3][C:4]1[CH:9]=[CH:8][CH:7]=[CH:6][C:5]=1[OH:10].[NH2:11][C:12]1[S:13][C:14](Br)=[CH:15][N:16]=1. Product: [Cl:3][C:4]1[CH:9]=[CH:8][CH:7]=[CH:6][C:5]=1[O:10][C:14]1[S:13][C:12]([NH2:11])=[N:16][CH:15]=1. The catalyst class is: 1. (3) Reactant: [NH2:1][C:2](=[O:18])[C@H:3]([NH:10]C(=O)OC(C)(C)C)[CH2:4][C:5]1[S:6][CH:7]=[CH:8][CH:9]=1.[ClH:19]. Product: [ClH:19].[NH2:10][C@H:3]([CH2:4][C:5]1[S:6][CH:7]=[CH:8][CH:9]=1)[C:2]([NH2:1])=[O:18]. The catalyst class is: 12. (4) Reactant: [CH3:1][C:2]1[N:7]=[C:6]([C:8]2[CH:13]=[CH:12][N:11]=[C:10]([C:14]3[CH:19]=[CH:18][CH:17]=[C:16]([N+:20]([O-])=O)[CH:15]=3)[CH:9]=2)[CH:5]=[C:4]([C:23]2[CH:28]=[CH:27][C:26]([C:29]([F:32])([F:31])[F:30])=[CH:25][CH:24]=2)[CH:3]=1.[H][H]. Product: [CH3:1][C:2]1[N:7]=[C:6]([C:8]2[CH:13]=[CH:12][N:11]=[C:10]([C:14]3[CH:15]=[C:16]([NH2:20])[CH:17]=[CH:18][CH:19]=3)[CH:9]=2)[CH:5]=[C:4]([C:23]2[CH:28]=[CH:27][C:26]([C:29]([F:31])([F:30])[F:32])=[CH:25][CH:24]=2)[CH:3]=1. The catalyst class is: 358. (5) Reactant: [NH2:1][C:2]1[CH:6]=[CH:5][N:4]([C:7]2[CH:12]=[CH:11][C:10]([C:13]([O:15][CH2:16][CH3:17])=[O:14])=[CH:9][CH:8]=2)[C:3]=1[C:18]([O:20][CH2:21][CH3:22])=[O:19].[C:23]([CH2:25][C:26](O)=[O:27])#[N:24].C1CCC(N=C=NC2CCCCC2)CC1. Product: [C:23]([CH2:25][C:26]([NH:1][C:2]1[CH:6]=[CH:5][N:4]([C:7]2[CH:8]=[CH:9][C:10]([C:13]([O:15][CH2:16][CH3:17])=[O:14])=[CH:11][CH:12]=2)[C:3]=1[C:18]([O:20][CH2:21][CH3:22])=[O:19])=[O:27])#[N:24]. The catalyst class is: 10. (6) Reactant: [CH3:1][O:2][C:3]1[CH:13]=[CH:12][C:11]([N+:14]([O-])=O)=[CH:10][C:4]=1[CH2:5][NH:6][C:7](=[O:9])[CH3:8].[H][H]. Product: [C:7]([NH:6][CH2:5][C:4]1[CH:10]=[C:11]([CH:12]=[CH:13][C:3]=1[O:2][CH3:1])[NH2:14])(=[O:9])[CH3:8]. The catalyst class is: 63.